From a dataset of Reaction yield outcomes from USPTO patents with 853,638 reactions. Predict the reaction yield, written as a fraction of the theoretical maximum amount of product (1.0 means a 100% yield; for example, 0.34 means a 34% yield). (1) The reactants are [F:1][C:2]1[CH:3]=[CH:4][C:5]([N:8]2[C:16]3[CH:15]=[CH:14][N:13]=[CH:12][C:11]=3[N:10]=[CH:9]2)=[N:6][CH:7]=1.[CH3:17][Mg+].[Br-].[Cl:20][C:21]1[C:29]([C:30]([F:33])([F:32])[F:31])=[CH:28][CH:27]=[CH:26][C:22]=1[C:23](Cl)=[O:24].[NH4+].[Cl-]. The catalyst is C1COCC1. The product is [Cl:20][C:21]1[C:29]([C:30]([F:33])([F:32])[F:31])=[CH:28][CH:27]=[CH:26][C:22]=1[C:23]([N:13]1[CH:14]=[CH:15][C:16]2[N:8]([C:5]3[CH:4]=[CH:3][C:2]([F:1])=[CH:7][N:6]=3)[CH:9]=[N:10][C:11]=2[CH:12]1[CH3:17])=[O:24]. The yield is 0.820. (2) The product is [CH:27]1([NH:26][C:17]2[C:18]([CH3:25])=[N:19][C:20]3[C:15]([N:16]=2)=[C:14]([C:8]2[NH:7][C:6]4[C:3]5([CH2:5][CH2:4]5)[NH:2][C:11](=[O:13])[C:10]=4[CH:9]=2)[C:23]([F:24])=[CH:22][CH:21]=3)[CH2:29][CH2:28]1. The catalyst is CN(C=O)C.C(Cl)Cl. The yield is 0.500. The reactants are Cl.[NH2:2][C:3]1([C:6]2[NH:7][C:8]([C:14]3[C:23]([F:24])=[CH:22][CH:21]=[C:20]4[C:15]=3[N:16]=[C:17]([NH:26][CH:27]3[CH2:29][CH2:28]3)[C:18]([CH3:25])=[N:19]4)=[CH:9][C:10]=2[C:11]([OH:13])=O)[CH2:5][CH2:4]1.CCN(C(C)C)C(C)C.F[P-](F)(F)(F)(F)F.N1(O[P+](N2CCCC2)(N2CCCC2)N2CCCC2)C2C=CC=CC=2N=N1.